Dataset: NCI-60 drug combinations with 297,098 pairs across 59 cell lines. Task: Regression. Given two drug SMILES strings and cell line genomic features, predict the synergy score measuring deviation from expected non-interaction effect. (1) Drug 1: CC12CCC(CC1=CCC3C2CCC4(C3CC=C4C5=CN=CC=C5)C)O. Drug 2: C1C(C(OC1N2C=NC3=C2NC=NCC3O)CO)O. Cell line: SNB-19. Synergy scores: CSS=4.28, Synergy_ZIP=-0.661, Synergy_Bliss=0.908, Synergy_Loewe=1.23, Synergy_HSA=1.24. (2) Drug 1: CC=C1C(=O)NC(C(=O)OC2CC(=O)NC(C(=O)NC(CSSCCC=C2)C(=O)N1)C(C)C)C(C)C. Drug 2: C1CCC(C(C1)N)N.C(=O)(C(=O)[O-])[O-].[Pt+4]. Cell line: SN12C. Synergy scores: CSS=27.5, Synergy_ZIP=-2.83, Synergy_Bliss=1.48, Synergy_Loewe=-3.69, Synergy_HSA=-1.60. (3) Drug 2: CC(C)NC(=O)C1=CC=C(C=C1)CNNC.Cl. Synergy scores: CSS=2.25, Synergy_ZIP=-0.0321, Synergy_Bliss=-0.923, Synergy_Loewe=-8.74, Synergy_HSA=-5.07. Drug 1: CN1CCC(CC1)COC2=C(C=C3C(=C2)N=CN=C3NC4=C(C=C(C=C4)Br)F)OC. Cell line: HT29. (4) Drug 1: CC1OCC2C(O1)C(C(C(O2)OC3C4COC(=O)C4C(C5=CC6=C(C=C35)OCO6)C7=CC(=C(C(=C7)OC)O)OC)O)O. Drug 2: CN(CC1=CN=C2C(=N1)C(=NC(=N2)N)N)C3=CC=C(C=C3)C(=O)NC(CCC(=O)O)C(=O)O. Cell line: SF-295. Synergy scores: CSS=40.4, Synergy_ZIP=-5.21, Synergy_Bliss=-6.05, Synergy_Loewe=-2.10, Synergy_HSA=0.146. (5) Drug 1: CC12CCC3C(C1CCC2O)C(CC4=C3C=CC(=C4)O)CCCCCCCCCS(=O)CCCC(C(F)(F)F)(F)F. Drug 2: C1CCC(C(C1)N)N.C(=O)(C(=O)[O-])[O-].[Pt+4]. Cell line: OVCAR-5. Synergy scores: CSS=17.5, Synergy_ZIP=-9.17, Synergy_Bliss=-0.791, Synergy_Loewe=-14.7, Synergy_HSA=-1.71. (6) Drug 1: CC(C)CN1C=NC2=C1C3=CC=CC=C3N=C2N. Drug 2: CC1CCCC2(C(O2)CC(NC(=O)CC(C(C(=O)C(C1O)C)(C)C)O)C(=CC3=CSC(=N3)C)C)C. Cell line: NCI-H322M. Synergy scores: CSS=33.1, Synergy_ZIP=1.83, Synergy_Bliss=-0.267, Synergy_Loewe=-12.4, Synergy_HSA=-1.36. (7) Drug 1: COC1=C2C(=CC3=C1OC=C3)C=CC(=O)O2. Drug 2: C1C(C(OC1N2C=NC3=C2NC=NCC3O)CO)O. Cell line: UACC-257. Synergy scores: CSS=0.227, Synergy_ZIP=12.3, Synergy_Bliss=1.74, Synergy_Loewe=1.38, Synergy_HSA=0.244. (8) Drug 1: C1C(C(OC1N2C=NC3=C(N=C(N=C32)Cl)N)CO)O. Drug 2: CC1=C2C(C(=O)C3(C(CC4C(C3C(C(C2(C)C)(CC1OC(=O)C(C(C5=CC=CC=C5)NC(=O)C6=CC=CC=C6)O)O)OC(=O)C7=CC=CC=C7)(CO4)OC(=O)C)O)C)OC(=O)C. Cell line: A549. Synergy scores: CSS=12.5, Synergy_ZIP=-4.18, Synergy_Bliss=0.388, Synergy_Loewe=-10.5, Synergy_HSA=-3.10. (9) Drug 1: CC1=C(C(=CC=C1)Cl)NC(=O)C2=CN=C(S2)NC3=CC(=NC(=N3)C)N4CCN(CC4)CCO. Drug 2: CCN(CC)CCCC(C)NC1=C2C=C(C=CC2=NC3=C1C=CC(=C3)Cl)OC. Cell line: NCI-H226. Synergy scores: CSS=11.0, Synergy_ZIP=-6.28, Synergy_Bliss=-2.29, Synergy_Loewe=-3.92, Synergy_HSA=-1.75.